Dataset: Reaction yield outcomes from USPTO patents with 853,638 reactions. Task: Predict the reaction yield, written as a fraction of the theoretical maximum amount of product (1.0 means a 100% yield; for example, 0.34 means a 34% yield). The reactants are [NH2:1][C:2]1[CH:7]=[CH:6][C:5]([SH:8])=[CH:4][CH:3]=1.C(N(CC)CC)C.C1(CC(Cl)=O)CC1.[CH2:23]1[CH2:27][O:26][CH2:25][CH2:24]1. No catalyst specified. The product is [SH:8][C:5]1[CH:6]=[CH:7][C:2]([NH:1][C:25]([CH:24]2[CH2:23][CH2:27]2)=[O:26])=[CH:3][CH:4]=1. The yield is 0.590.